Dataset: Reaction yield outcomes from USPTO patents with 853,638 reactions. Task: Predict the reaction yield, written as a fraction of the theoretical maximum amount of product (1.0 means a 100% yield; for example, 0.34 means a 34% yield). (1) The reactants are [Cl:1][C:2]1[C:3]([Cl:13])=[CH:4][C:5]2[O:10][CH2:9][C:8](=[O:11])[NH:7][C:6]=2[CH:12]=1.Br[CH2:15][C:16]([O:18][CH2:19][CH3:20])=[O:17].FC(F)(F)C(O)=O.Cl. The catalyst is CN(C=O)C.CC#N.O. The product is [Cl:1][C:2]1[C:3]([Cl:13])=[CH:4][C:5]2[O:10][CH2:9][C:8](=[O:11])[N:7]([CH2:15][C:16]([O:18][CH2:19][CH3:20])=[O:17])[C:6]=2[CH:12]=1. The yield is 0.840. (2) The reactants are [CH:1]([C:4]1[S:5][CH:6]=[C:7]([C:9](OCC)=[O:10])[N:8]=1)([CH3:3])[CH3:2].[H-].C([Al+]CC(C)C)C(C)C.C(O)(=O)C.C(C(C(C([O-])=O)O)O)([O-])=O.[K+].[Na+]. The catalyst is ClCCl. The product is [CH:1]([C:4]1[S:5][CH:6]=[C:7]([CH2:9][OH:10])[N:8]=1)([CH3:3])[CH3:2]. The yield is 0.270. (3) The reactants are O.[NH2:2]N.[ClH:4].[CH2:5]([N:12]1[CH2:16][C@@H:15]([CH3:17])[C@H:14]([C:18](=[NH:20])[NH2:19])[CH2:13]1)[C:6]1[CH:11]=[CH:10][CH:9]=[CH:8][CH:7]=1.Cl. The catalyst is CCO.C(Cl)Cl.CCOCC. The product is [ClH:4].[CH2:5]([N:12]1[CH2:16][C@@H:15]([CH3:17])[C@H:14]([C:18](=[NH:19])[NH:20][NH2:2])[CH2:13]1)[C:6]1[CH:7]=[CH:8][CH:9]=[CH:10][CH:11]=1. The yield is 1.00. (4) The reactants are I[C:2]1[CH:7]=[CH:6][C:5]([O:8][CH3:9])=[CH:4][C:3]=1[OH:10].[CH:11]#[C:12][CH2:13][CH3:14]. No catalyst specified. The product is [CH3:9][O:8][C:5]1[CH:6]=[CH:7][C:2]2[CH:11]=[C:12]([CH2:13][CH3:14])[O:10][C:3]=2[CH:4]=1. The yield is 0.810.